Dataset: Peptide-MHC class I binding affinity with 185,985 pairs from IEDB/IMGT. Task: Regression. Given a peptide amino acid sequence and an MHC pseudo amino acid sequence, predict their binding affinity value. This is MHC class I binding data. (1) The peptide sequence is KIRNRIERL. The MHC is HLA-B18:01 with pseudo-sequence HLA-B18:01. The binding affinity (normalized) is 0.0847. (2) The peptide sequence is RSFIIIPL. The MHC is H-2-Kb with pseudo-sequence H-2-Kb. The binding affinity (normalized) is 0.576. (3) The peptide sequence is PFTQHLLNIR. The MHC is HLA-A31:01 with pseudo-sequence HLA-A31:01. The binding affinity (normalized) is 0.527.